This data is from Drug-target binding data from BindingDB using IC50 measurements. The task is: Regression. Given a target protein amino acid sequence and a drug SMILES string, predict the binding affinity score between them. We predict pIC50 (pIC50 = -log10(IC50 in M); higher means more potent). Dataset: bindingdb_ic50. The compound is NC(=O)c1cncc(Oc2ccc3ccccc3c2)c1. The target protein (Q96EB6) has sequence MADEAALALQPGGSPSAAGADREAASSPAGEPLRKRPRRDGPGLERSPGEPGGAAPEREVPAAARGCPGAAAAALWREAEAEAAAAGGEQEAQATAAAGEGDNGPGLQGPSREPPLADNLYDEDDDDEGEEEEEAAAAAIGYRDNLLFGDEIITNGFHSCESDEEDRASHASSSDWTPRPRIGPYTFVQQHLMIGTDPRTILKDLLPETIPPPELDDMTLWQIVINILSEPPKRKKRKDINTIEDAVKLLQECKKIIVLTGAGVSVSCGIPDFRSRDGIYARLAVDFPDLPDPQAMFDIEYFRKDPRPFFKFAKEIYPGQFQPSLCHKFIALSDKEGKLLRNYTQNIDTLEQVAGIQRIIQCHGSFATASCLICKYKVDCEAVRGDIFNQVVPRCPRCPADEPLAIMKPEIVFFGENLPEQFHRAMKYDKDEVDLLIVIGSSLKVRPVALIPSSIPHEVPQILINREPLPHLHFDVELLGDCDVIINELCHRLGGEYAKL.... The pIC50 is 4.9.